From a dataset of Catalyst prediction with 721,799 reactions and 888 catalyst types from USPTO. Predict which catalyst facilitates the given reaction. (1) Reactant: [C:1]([C:3]1[N:4]=[CH:5][C:6]([NH:20][C@H:21]([CH3:25])[C:22]([NH2:24])=[O:23])=[N:7][C:8]=1[NH:9][C:10]1[CH:11]=[C:12]2[C:17](=[CH:18][CH:19]=1)[N:16]=[CH:15][CH:14]=[CH:13]2)#[N:2].[OH-].[Na+].OO.CC(O)=[O:32]. Product: [NH2:24][C:22](=[O:23])[C@H:21]([NH:20][C:6]1[N:7]=[C:8]([NH:9][C:10]2[CH:11]=[C:12]3[C:17](=[CH:18][CH:19]=2)[N:16]=[CH:15][CH:14]=[CH:13]3)[C:3]([C:1]([NH2:2])=[O:32])=[N:4][CH:5]=1)[CH3:25]. The catalyst class is: 593. (2) Reactant: [OH:1][C:2]1[CH:3]=[C:4]([N:8]2[C:17](=[O:18])[C:16]3[C:11](=[CH:12][CH:13]=[CH:14][C:15]=3[CH3:19])[N:10]=[C:9]2[CH:20]([NH:22][C:23]2[N:31]=[CH:30][N:29]=[C:28]3[C:24]=2[N:25]=[CH:26][N:27]3[CH2:32][O:33][CH2:34][CH2:35][Si:36]([CH3:39])([CH3:38])[CH3:37])[CH3:21])[CH:5]=[CH:6][CH:7]=1.C(N(CC)CC)C.C1C=CC(N([S:54]([C:57]([F:60])([F:59])[F:58])(=[O:56])=[O:55])[S:54]([C:57]([F:60])([F:59])[F:58])(=[O:56])=[O:55])=CC=1. Product: [CH3:19][C:15]1[CH:14]=[CH:13][CH:12]=[C:11]2[C:16]=1[C:17](=[O:18])[N:8]([C:4]1[CH:3]=[C:2]([O:1][S:54]([C:57]([F:60])([F:59])[F:58])(=[O:56])=[O:55])[CH:7]=[CH:6][CH:5]=1)[C:9]([CH:20]([NH:22][C:23]1[N:31]=[CH:30][N:29]=[C:28]3[C:24]=1[N:25]=[CH:26][N:27]3[CH2:32][O:33][CH2:34][CH2:35][Si:36]([CH3:37])([CH3:39])[CH3:38])[CH3:21])=[N:10]2. The catalyst class is: 2. (3) Reactant: [Cl:1][C:2]1[CH:7]=[CH:6][CH:5]=[C:4]([Cl:8])[C:3]=1[C:9]1[NH:13][C:12](=[O:14])[N:11]([C:15]2[CH:24]=[CH:23][C:18]([C:19]([O:21]C)=O)=[C:17]([O:25][CH3:26])[CH:16]=2)[N:10]=1.[Cl:27][C:28]1[CH:37]=[CH:36][C:31]([C:32](=[N:34]O)[NH2:33])=[CH:30][CH:29]=1.[H-].[Na+]. Product: [Cl:27][C:28]1[CH:37]=[CH:36][C:31]([C:32]2[N:34]=[C:19]([C:18]3[CH:23]=[CH:24][C:15]([N:11]4[C:12](=[O:14])[NH:13][C:9]([C:3]5[C:2]([Cl:1])=[CH:7][CH:6]=[CH:5][C:4]=5[Cl:8])=[N:10]4)=[CH:16][C:17]=3[O:25][CH3:26])[O:21][N:33]=2)=[CH:30][CH:29]=1. The catalyst class is: 1. (4) Reactant: [NH2:1][C:2]1[CH:7]=[CH:6][CH:5]=[C:4]([NH2:8])[C:3]=1[NH:9][CH2:10][CH2:11][CH2:12][OH:13].[N:14]([C:17]1[C:18]([O:25][CH3:26])=[N:19][C:20]([O:23][CH3:24])=[N:21][CH:22]=1)=[C:15]=S.Cl.CN(C)CCCN=C=NCC.CN(C)C. Product: [NH2:8][C:4]1[C:3]2[N:9]([CH2:10][CH2:11][CH2:12][OH:13])[C:15]([NH:14][C:17]3[C:18]([O:25][CH3:26])=[N:19][C:20]([O:23][CH3:24])=[N:21][CH:22]=3)=[N:1][C:2]=2[CH:7]=[CH:6][CH:5]=1. The catalyst class is: 355.